Task: Predict the reactants needed to synthesize the given product.. Dataset: Full USPTO retrosynthesis dataset with 1.9M reactions from patents (1976-2016) The reactants are: Cl[C:2]1[N:7]=[C:6]([N:8]([CH3:29])[C:9]2[CH:14]=[CH:13][N:12]=[C:11]([NH:15][CH:16]3[CH2:21][CH2:20][N:19]([C:22]([O:24][C:25]([CH3:28])([CH3:27])[CH3:26])=[O:23])[CH2:18][CH2:17]3)[N:10]=2)[CH:5]=[CH:4][N:3]=1.[F:30][C:31]1[CH:36]=[CH:35][CH:34]=[CH:33][C:32]=1B(O)O.C(=O)([O-])[O-].[Na+].[Na+].CCO. Given the product [F:30][C:31]1[CH:36]=[CH:35][CH:34]=[CH:33][C:32]=1[C:2]1[N:7]=[C:6]([N:8]([CH3:29])[C:9]2[CH:14]=[CH:13][N:12]=[C:11]([NH:15][CH:16]3[CH2:21][CH2:20][N:19]([C:22]([O:24][C:25]([CH3:28])([CH3:27])[CH3:26])=[O:23])[CH2:18][CH2:17]3)[N:10]=2)[CH:5]=[CH:4][N:3]=1, predict the reactants needed to synthesize it.